Dataset: Forward reaction prediction with 1.9M reactions from USPTO patents (1976-2016). Task: Predict the product of the given reaction. (1) Given the reactants [Cl:1][C:2]1[CH:3]=[CH:4][C:5]([N+:19]([O-])=O)=[C:6]([C:8]2[CH2:12][CH2:11][N:10]([C:13]3[CH:18]=[CH:17][CH:16]=[CH:15][CH:14]=3)[N:9]=2)[CH:7]=1, predict the reaction product. The product is: [Cl:1][C:2]1[CH:3]=[CH:4][C:5]([NH2:19])=[C:6]([C:8]2[CH2:12][CH2:11][N:10]([C:13]3[CH:14]=[CH:15][CH:16]=[CH:17][CH:18]=3)[N:9]=2)[CH:7]=1. (2) Given the reactants [F:1][C:2]1[CH:7]=[CH:6][C:5]([C:8]([NH2:11])([CH3:10])[CH3:9])=[CH:4][CH:3]=1.[Br:12][C:13]1[CH:14]=[CH:15][C:16]2[N:17]([CH:19]=[C:20]([C:22](OCC)=[O:23])[N:21]=2)[CH:18]=1, predict the reaction product. The product is: [Br:12][C:13]1[CH:14]=[CH:15][C:16]2[N:17]([CH:19]=[C:20]([C:22]([NH:11][C:8]([C:5]3[CH:4]=[CH:3][C:2]([F:1])=[CH:7][CH:6]=3)([CH3:9])[CH3:10])=[O:23])[N:21]=2)[CH:18]=1. (3) Given the reactants C(N(CC)CC)C.[N+](C1C=C[C:14]([O:17]C=O)=CC=1)([O-])=O.Cl.[NH2:21][C@H:22]([C@@H:46]([OH:57])[CH2:47][C@H:48]([C:50](=[O:56])[NH:51][CH2:52][CH2:53][CH2:54][CH3:55])[CH3:49])[CH2:23][C@@H:24]([CH:43]([CH3:45])[CH3:44])[CH2:25][NH:26][C:27](=[O:42])[C:28]1[CH:33]=[CH:32][CH:31]=[C:30]([O:34][CH3:35])[C:29]=1[O:36][CH2:37][CH2:38][CH2:39][O:40][CH3:41], predict the reaction product. The product is: [CH2:52]([NH:51][C:50]([C@H:48]([CH3:49])[CH2:47][C@H:46]([OH:57])[C@@H:22]([NH:21][CH:14]=[O:17])[CH2:23][C@@H:24]([CH:43]([CH3:45])[CH3:44])[CH2:25][NH:26][C:27](=[O:42])[C:28]1[CH:33]=[CH:32][CH:31]=[C:30]([O:34][CH3:35])[C:29]=1[O:36][CH2:37][CH2:38][CH2:39][O:40][CH3:41])=[O:56])[CH2:53][CH2:54][CH3:55]. (4) Given the reactants Br[C:2]1[CH:3]=[C:4]([CH:9]=[C:10]([N+:13]([O-:15])=[O:14])[C:11]=1[OH:12])[C:5]([O:7][CH3:8])=[O:6].[F:16][C:17]1[CH:22]=[CH:21][C:20](B(O)O)=[CH:19][CH:18]=1.[Na+].[Na+].[Na+].P(C1C=C(S([O-])(=O)=O)C=CC=1)(C1C=C(S([O-])(=O)=O)C=CC=1)C1C=C(S([O-])(=O)=O)C=CC=1.C(NC(C)C)(C)C, predict the reaction product. The product is: [F:16][C:17]1[CH:22]=[CH:21][C:20]([C:2]2[C:11]([OH:12])=[C:10]([N+:13]([O-:15])=[O:14])[CH:9]=[C:4]([C:5]([O:7][CH3:8])=[O:6])[CH:3]=2)=[CH:19][CH:18]=1.